This data is from NCI-60 drug combinations with 297,098 pairs across 59 cell lines. The task is: Regression. Given two drug SMILES strings and cell line genomic features, predict the synergy score measuring deviation from expected non-interaction effect. (1) Drug 1: CC12CCC(CC1=CCC3C2CCC4(C3CC=C4C5=CN=CC=C5)C)O. Drug 2: CN1C(=O)N2C=NC(=C2N=N1)C(=O)N. Cell line: NCIH23. Synergy scores: CSS=3.51, Synergy_ZIP=0.257, Synergy_Bliss=1.03, Synergy_Loewe=-6.15, Synergy_HSA=-1.40. (2) Drug 1: CC(C1=C(C=CC(=C1Cl)F)Cl)OC2=C(N=CC(=C2)C3=CN(N=C3)C4CCNCC4)N. Drug 2: C(CC(=O)O)C(=O)CN.Cl. Cell line: MALME-3M. Synergy scores: CSS=-0.601, Synergy_ZIP=-4.94, Synergy_Bliss=-10.2, Synergy_Loewe=-11.9, Synergy_HSA=-10.4.